Dataset: Human liver microsome stability data. Task: Regression/Classification. Given a drug SMILES string, predict its absorption, distribution, metabolism, or excretion properties. Task type varies by dataset: regression for continuous measurements (e.g., permeability, clearance, half-life) or binary classification for categorical outcomes (e.g., BBB penetration, CYP inhibition). Dataset: hlm. (1) The molecule is CCOC(=O)c1cc(C#N)c(N2CCC(C(=O)NS(=O)(=O)Cc3ccccc3)CC2)nc1C. The result is 0 (unstable in human liver microsomes). (2) The drug is CC(C)(C)CCn1nc(C2CC2)c(O)c(C2=NS(=O)(=O)c3cc(NS(C)(=O)=O)ccc3N2)c1=O. The result is 1 (stable in human liver microsomes). (3) The compound is CC[C@H](NS(=O)(=O)c1ccc(-c2sc(CC(C)(C)C(=O)O)nc2CC2CCC2)c(C(F)F)c1F)C(F)(F)F. The result is 0 (unstable in human liver microsomes). (4) The molecule is CC1=C2C[C@H]3[C@@H](CC[C@@H]4C[C@H](O)CC[C@@]43C)[C@@H]2CC[C@@]2(C1)O[C@@H]1C[C@H](C)CN[C@H]1[C@H]2C. The result is 0 (unstable in human liver microsomes). (5) The compound is CC(CC(=O)N1C[C@@H]2C[C@H]1CN2C(=O)[C@@]1(C(C)C)CC[C@@H](NC2CCOCC2F)C1)C(F)(F)F. The result is 0 (unstable in human liver microsomes). (6) The drug is N#Cc1cnc(NC(=O)CCCOc2ccccc2)s1. The result is 1 (stable in human liver microsomes).